Dataset: Full USPTO retrosynthesis dataset with 1.9M reactions from patents (1976-2016). Task: Predict the reactants needed to synthesize the given product. (1) Given the product [Cl:17][C:6]1[C:7]([C:8]2[CH:13]=[CH:12][CH:11]=[C:10]([CH:14]([CH3:16])[CH3:15])[CH:9]=2)=[C:2]([C:27]([C@@H:29]2[CH2:34][CH2:33][CH2:32][N:31]([C:35]([O:37][C:38]([CH3:41])([CH3:40])[CH3:39])=[O:36])[CH2:30]2)=[O:28])[CH:3]=[N:4][CH:5]=1, predict the reactants needed to synthesize it. The reactants are: Br[C:2]1[CH:3]=[N:4][CH:5]=[C:6]([Cl:17])[C:7]=1[C:8]1[CH:13]=[CH:12][CH:11]=[C:10]([CH:14]([CH3:16])[CH3:15])[CH:9]=1.C([Mg]Cl)(C)C.[Li+].[Cl-].CN(OC)[C:27]([C@@H:29]1[CH2:34][CH2:33][CH2:32][N:31]([C:35]([O:37][C:38]([CH3:41])([CH3:40])[CH3:39])=[O:36])[CH2:30]1)=[O:28]. (2) The reactants are: P(Cl)(Cl)([Cl:3])=O.[F:6][C:7]1[CH:8]=[C:9]([C:14]2[NH:19][CH:18]=[C:17]([C:20]([O:22][CH3:23])=[O:21])[C:16](=O)[CH:15]=2)[CH:10]=[CH:11][C:12]=1[CH3:13]. Given the product [Cl:3][C:16]1[C:17]([C:20]([O:22][CH3:23])=[O:21])=[CH:18][N:19]=[C:14]([C:9]2[CH:10]=[CH:11][C:12]([CH3:13])=[C:7]([F:6])[CH:8]=2)[CH:15]=1, predict the reactants needed to synthesize it. (3) Given the product [Br:1][C:2]1[CH:7]=[CH:6][C:5]([NH:8][C:23](=[NH:24])[CH2:22][C@@H:19]2[CH2:20][CH2:21][N:17]([C:15]([CH:12]3[CH2:14][CH2:13]3)=[O:16])[CH2:18]2)=[CH:4][CH:3]=1, predict the reactants needed to synthesize it. The reactants are: [Br:1][C:2]1[CH:7]=[CH:6][C:5]([NH:8][Al]CCl)=[CH:4][CH:3]=1.[CH:12]1([C:15]([N:17]2[CH2:21][CH2:20][C@@H:19]([CH2:22][C:23]#[N:24])[CH2:18]2)=[O:16])[CH2:14][CH2:13]1. (4) Given the product [C:1]1([C@H:13]2[C@H:17]([C:18]3[C:26]4[C:21](=[CH:22][CH:23]=[C:24]([Br:27])[CH:25]=4)[NH:20][CH:19]=3)[C:16](=[O:28])[NH:15][C:14]2=[O:29])[C:11]2=[C:12]3[C:7](=[CH:8][CH:9]=[CH:10]2)[CH2:6][CH2:5][CH2:4][N:3]3[CH:2]=1, predict the reactants needed to synthesize it. The reactants are: [C:1]1([C:13]2[C:14](=[O:29])[NH:15][C:16](=[O:28])[C:17]=2[C:18]2[C:26]3[C:21](=[CH:22][CH:23]=[C:24]([Br:27])[CH:25]=3)[NH:20][CH:19]=2)[C:11]2=[C:12]3[C:7](=[CH:8][CH:9]=[CH:10]2)[CH2:6][CH2:5][CH2:4][N:3]3[CH:2]=1. (5) Given the product [Br:1][C:2]1[CH:21]=[CH:20][C:19]([F:22])=[CH:18][C:3]=1[CH2:4][O:5][C@@H:6]1[CH2:10][CH2:9][N:8]([C:11]([O:13][C:14]([CH3:16])([CH3:17])[CH3:15])=[O:12])[CH2:7]1, predict the reactants needed to synthesize it. The reactants are: [Br:1][C:2]1[CH:21]=[CH:20][C:19]([F:22])=[CH:18][C:3]=1[CH2:4][O:5][C@H:6]1[CH2:10][CH2:9][N:8]([C:11]([O:13][C:14]([CH3:17])([CH3:16])[CH3:15])=[O:12])[CH2:7]1.O[C@@H]1CCN(C(OC(C)(C)C)=O)C1. (6) Given the product [CH2:28]([N:30]([CH2:31][CH3:32])[C:5](=[O:7])[C:4]1[CH:8]=[C:9]([F:12])[C:10]([F:11])=[C:2]([F:1])[CH:3]=1)[CH3:29], predict the reactants needed to synthesize it. The reactants are: [F:1][C:2]1[CH:3]=[C:4]([CH:8]=[C:9]([F:12])[C:10]=1[F:11])[C:5]([OH:7])=O.Cl.C(N=C=NCCCN(C)C)C.ClCCl.[CH2:28]([NH:30][CH2:31][CH3:32])[CH3:29]. (7) Given the product [F:1][C:2]1[CH:3]=[C:4]2[C:5]([C:6](=[O:8])[NH:13][C:14](=[O:15])[N:11]2[CH3:12])=[CH:9][CH:10]=1, predict the reactants needed to synthesize it. The reactants are: [F:1][C:2]1[CH:10]=[CH:9][C:5]([C:6]([OH:8])=O)=[C:4]([NH:11][CH3:12])[CH:3]=1.[NH2:13][C:14](N)=[O:15]. (8) Given the product [NH2:1][C:2]1[N:7]=[C:6]([N:8]2[C:12]3[CH:13]=[C:14]([C:27]#[C:26][C:24]([CH3:25])([OH:28])[CH3:23])[CH:15]=[CH:16][C:11]=3[N:10]=[C:9]2[NH:18][CH2:19][CH2:20][O:21][CH3:22])[CH:5]=[CH:4][N:3]=1, predict the reactants needed to synthesize it. The reactants are: [NH2:1][C:2]1[N:7]=[C:6]([N:8]2[C:12]3[CH:13]=[C:14](Br)[CH:15]=[CH:16][C:11]=3[N:10]=[C:9]2[NH:18][CH2:19][CH2:20][O:21][CH3:22])[CH:5]=[CH:4][N:3]=1.[CH3:23][C:24]([OH:28])([C:26]#[CH:27])[CH3:25].C(N(CC)CC)C. (9) Given the product [CH:7]12[CH2:9][CH:3]3[CH2:4][CH:5]([CH2:10][CH:1]([CH2:2]3)[CH:8]1[CH2:46][C:51]([NH:15][C:16]1[CH:25]=[CH:24][CH:23]=[C:22]3[C:17]=1[CH:18]=[CH:19][N:20]([C@@H:27]([CH3:31])[C:28]([NH2:30])=[O:29])[C:21]3=[O:26])=[O:66])[CH2:6]2, predict the reactants needed to synthesize it. The reactants are: [C:1]12(CC(O)=O)[CH2:10][CH:5]3[CH2:6][CH:7]([CH2:9][CH:3]([CH2:4]3)[CH2:2]1)[CH2:8]2.[NH2:15][C:16]1[CH:25]=[CH:24][CH:23]=[C:22]2[C:17]=1[CH:18]=[CH:19][N:20]([C@@H:27]([CH3:31])[C:28]([NH2:30])=[O:29])[C:21]2=[O:26].F[P-](F)(F)(F)(F)F.C[N+](C)=C(N(C)C)ON1C2N=CC=[CH:51][C:46]=2N=N1.C(N(CC)CC)C.CN(C)C=[O:66]. (10) Given the product [CH3:6][O:7][C:8]1[CH:23]=[CH:22][C:11]2[CH2:12][C@@:13]3([CH3:21])[C@H:18]([C:19]4([CH2:20][O:25][C:1]([NH2:3])=[N:24]4)[C:10]=2[CH:9]=1)[CH2:17][O:16][CH2:15][CH2:14]3, predict the reactants needed to synthesize it. The reactants are: [C:1](#[N:3])C.II.[CH3:6][O:7][C:8]1[CH:23]=[CH:22][C:11]2[CH2:12][C@@:13]3([CH3:21])[C@H:18]([C:19](=[CH2:20])[C:10]=2[CH:9]=1)[CH2:17][O:16][CH2:15][CH2:14]3.[NH4+:24].[OH-:25].